From a dataset of Reaction yield outcomes from USPTO patents with 853,638 reactions. Predict the reaction yield, written as a fraction of the theoretical maximum amount of product (1.0 means a 100% yield; for example, 0.34 means a 34% yield). (1) The product is [N:64]1([C:20]([C:16]2[CH:15]=[C:14]([O:13][C:12]3[CH:23]=[CH:24][C:9]([NH:8][C:6]4[CH:5]=[C:4]([C:25]5[CH:26]=[CH:27][CH:28]=[CH:29][CH:30]=5)[N:3]=[C:2]([NH2:1])[N:7]=4)=[CH:10][CH:11]=3)[CH:19]=[CH:18][N:17]=2)=[O:22])[CH2:69][CH2:68][O:67][CH2:66][CH2:65]1. The catalyst is CC(N(C)C)=O. The yield is 0.350. The reactants are [NH2:1][C:2]1[N:7]=[C:6]([NH:8][C:9]2[CH:24]=[CH:23][C:12]([O:13][C:14]3[CH:19]=[CH:18][N:17]=[C:16]([C:20]([OH:22])=O)[CH:15]=3)=[CH:11][CH:10]=2)[CH:5]=[C:4]([C:25]2[CH:30]=[CH:29][CH:28]=[CH:27][CH:26]=2)[N:3]=1.CN(C(ON1N=NC2C=CC=NC1=2)=[N+](C)C)C.F[P-](F)(F)(F)(F)F.CCN(C(C)C)C(C)C.[NH:64]1[CH2:69][CH2:68][O:67][CH2:66][CH2:65]1. (2) The reactants are [C:1]([C:4]1[CH:9]=[CH:8][CH:7]=[C:6]([N+:10]([O-:12])=[O:11])[C:5]=1[S:13][C:14]1[CH:22]=[CH:21][C:20]([F:23])=[CH:19][C:15]=1[C:16](O)=[O:17])(O)=[O:2]. The catalyst is O1CCCC1. The product is [F:23][C:20]1[CH:21]=[CH:22][C:14]([S:13][C:5]2[C:6]([N+:10]([O-:12])=[O:11])=[CH:7][CH:8]=[CH:9][C:4]=2[CH2:1][OH:2])=[C:15]([CH2:16][OH:17])[CH:19]=1. The yield is 0.730. (3) The reactants are [CH3:1][N:2]1[C:7](=[O:8])[CH2:6][N:5]2[N:9]=[C:10]([N+:12]([O-])=O)[CH:11]=[C:4]2[CH2:3]1.[H][H]. The catalyst is C(O)C.[Pd]. The product is [NH2:12][C:10]1[CH:11]=[C:4]2[CH2:3][N:2]([CH3:1])[C:7](=[O:8])[CH2:6][N:5]2[N:9]=1. The yield is 0.840. (4) The yield is 0.410. The product is [OH:20][C:19]1[C:13]([NH:12][C:10](=[O:11])[C:9]2[CH:24]=[CH:25][C:6]([F:5])=[CH:7][CH:8]=2)=[C:14]([OH:15])[N:4]=[C:2]([SH:3])[N:1]=1. The catalyst is C(O)C. The reactants are [NH2:1][C:2]([NH2:4])=[S:3].[F:5][C:6]1[CH:25]=[CH:24][C:9]([C:10]([NH:12][CH:13]([C:19](OCC)=[O:20])[C:14](OCC)=[O:15])=[O:11])=[CH:8][CH:7]=1.[Na]. (5) The reactants are [N:1]1[CH:6]=[CH:5][C:4]([CH2:7][CH2:8][CH2:9][N:10]2C(=O)C3=CC=CC=C3C2=O)=[CH:3][CH:2]=1.O.NN. The catalyst is CO. The product is [NH2:10][CH2:9][CH2:8][CH2:7][C:4]1[CH:5]=[CH:6][N:1]=[CH:2][CH:3]=1. The yield is 0.600. (6) The reactants are [CH3:1][C:2]1([CH3:21])[C:11]2[C:6](=[CH:7][CH:8]=[C:9](OS(C(F)(F)F)(=O)=O)[CH:10]=2)[C:5](=[O:20])[CH2:4][CH2:3]1.[CH3:22][Si:23](C#C)([CH3:25])[CH3:24].[CH2:28](N(CC)CC)[CH3:29]. The catalyst is O1CCCC1.C(OCC)C.[Cu]I.Cl[Pd](Cl)([P](C1C=CC=CC=1)(C1C=CC=CC=1)C1C=CC=CC=1)[P](C1C=CC=CC=1)(C1C=CC=CC=1)C1C=CC=CC=1. The product is [CH3:1][C:2]1([CH3:21])[C:11]2[C:6](=[CH:7][CH:8]=[C:9]([Si:23]([CH3:25])([CH3:24])[CH3:22])[CH:10]=2)[C:5](=[O:20])[CH:4]([C:28]#[CH:29])[CH2:3]1. The yield is 0.720. (7) The reactants are Br[C:2]1[CH:7]=[CH:6][C:5]([CH2:8][C:9]([NH2:11])=[O:10])=[C:4]([CH3:12])[C:3]=1[Cl:13].[Cu](C#N)[C:15]#[N:16].O. The catalyst is CN(C=O)C. The product is [Cl:13][C:3]1[C:4]([CH3:12])=[C:5]([CH2:8][C:9]([NH2:11])=[O:10])[CH:6]=[CH:7][C:2]=1[C:15]#[N:16]. The yield is 0.670. (8) The yield is 0.347. The reactants are [CH:1]([C:4]1[CH:10]=[CH:9][C:7]([NH2:8])=[CH:6][CH:5]=1)([CH3:3])[CH3:2].[I-].[K+].[CH2:13](N[CH2:13][CH:14]([CH3:16])[CH3:15])[CH:14]([CH3:16])[CH3:15].ClCCl. The catalyst is C1(C)C(C)=CC=CC=1.O. The product is [CH3:2][CH:1]([C:4]1[CH:10]=[CH:9][C:7]([NH:8][CH2:13][CH:14]([CH3:16])[CH3:15])=[CH:6][CH:5]=1)[CH3:3].